Dataset: Full USPTO retrosynthesis dataset with 1.9M reactions from patents (1976-2016). Task: Predict the reactants needed to synthesize the given product. (1) Given the product [OH:59][C:52]1[C:51]([CH2:50][NH:49][C:13](=[O:15])[C:12]2[CH:11]=[CH:10][C:9]([CH:7]([C:1]3[CH:2]=[CH:3][CH:4]=[CH:5][CH:6]=3)[CH3:8])=[CH:17][CH:16]=2)=[C:56]([CH3:57])[CH:55]=[C:54]([CH3:58])[N:53]=1, predict the reactants needed to synthesize it. The reactants are: [C:1]1([CH:7]([C:9]2[CH:17]=[CH:16][C:12]([C:13]([OH:15])=O)=[CH:11][CH:10]=2)[CH3:8])[CH:6]=[CH:5][CH:4]=[CH:3][CH:2]=1.F[P-](F)(F)(F)(F)F.N1(OC(N(C)C)=[N+](C)C)C2N=CC=CC=2N=N1.C(N(CC)CC)C.[NH2:49][CH2:50][C:51]1[C:52]([OH:59])=[N:53][C:54]([CH3:58])=[CH:55][C:56]=1[CH3:57]. (2) Given the product [CH2:33]([O:32][C:29]1[CH:30]=[CH:31][C:26]([C:24](=[O:25])[CH:23]([NH:22][C:3](=[O:4])[CH:2]([F:6])[F:1])[C:40]2[CH:41]=[CH:42][C:43]([O:46][CH3:47])=[CH:44][CH:45]=2)=[CH:27][CH:28]=1)[C:34]1[CH:35]=[CH:36][CH:37]=[CH:38][CH:39]=1, predict the reactants needed to synthesize it. The reactants are: [F:1][CH:2]([F:6])[C:3](O)=[O:4].C(N(CC)CC)C.C(Cl)(=O)C(C)(C)C.Cl.[NH2:22][CH:23]([C:40]1[CH:45]=[CH:44][C:43]([O:46][CH3:47])=[CH:42][CH:41]=1)[C:24]([C:26]1[CH:31]=[CH:30][C:29]([O:32][CH2:33][C:34]2[CH:39]=[CH:38][CH:37]=[CH:36][CH:35]=2)=[CH:28][CH:27]=1)=[O:25]. (3) Given the product [CH2:1]([C:5]1[N:10]2[N:11]=[CH:12][CH:13]=[C:9]2[N:8]([C@H:14]2[CH2:15][CH2:16][C@H:17]([OH:18])[CH2:22][CH2:23]2)[C:7](=[O:24])[C:6]=1[CH2:25][C:26]1[CH:31]=[CH:30][C:29]([C:32]2[C:33]([C:38]#[N:39])=[CH:34][CH:35]=[CH:36][CH:37]=2)=[C:28]([F:40])[CH:27]=1)[CH2:2][CH2:3][CH3:4], predict the reactants needed to synthesize it. The reactants are: [CH2:1]([C:5]1[N:10]2[N:11]=[CH:12][CH:13]=[C:9]2[N:8]([CH:14]2[CH2:23][CH2:22][C:17]3(OCC[O:18]3)[CH2:16][CH2:15]2)[C:7](=[O:24])[C:6]=1[CH2:25][C:26]1[CH:31]=[CH:30][C:29]([C:32]2[C:33]([C:38]#[N:39])=[CH:34][CH:35]=[CH:36][CH:37]=2)=[C:28]([F:40])[CH:27]=1)[CH2:2][CH2:3][CH3:4].Cl.[OH-].[Na+]. (4) Given the product [F:30][CH:2]([F:1])[CH2:3][N:4]1[CH2:9][C:8]2([CH2:10][CH2:11][N:12]([C:15]([O:17][C:18]([CH3:21])([CH3:20])[CH3:19])=[O:16])[CH2:13][CH2:14]2)[O:7][CH:6]([C:22]2[O:28][C:25]([CH2:26][CH3:27])=[CH:24][N:23]=2)[CH2:5]1, predict the reactants needed to synthesize it. The reactants are: [F:1][CH:2]([F:30])[CH2:3][N:4]1[CH2:9][C:8]2([CH2:14][CH2:13][N:12]([C:15]([O:17][C:18]([CH3:21])([CH3:20])[CH3:19])=[O:16])[CH2:11][CH2:10]2)[O:7][CH:6]([C:22](=O)[NH:23][CH2:24][C:25](=[O:28])[CH2:26][CH3:27])[CH2:5]1. (5) The reactants are: O[C:2]1[C:7]([I:8])=[C:6]([OH:9])[CH:5]=[CH:4][N:3]=1.[C:10]([O-:13])([O-])=O.[Cs+].[Cs+].[CH3:16]I. Given the product [CH3:2][N:3]1[CH:4]=[CH:5][C:6]([O:9][CH3:16])=[C:7]([I:8])[C:10]1=[O:13], predict the reactants needed to synthesize it. (6) Given the product [C:1]([O:5][C:6]([NH:8][C@H:9]([C:30]([O:32][CH3:33])=[O:31])[CH2:10][C:11]1[CH:16]=[CH:15][C:14]([CH2:17][CH2:18][CH2:19][C:20]2[CH:29]=[CH:28][C:27]3[CH2:26][CH2:25][CH2:24][NH:23][C:22]=3[N:21]=2)=[CH:13][CH:12]=1)=[O:7])([CH3:4])([CH3:3])[CH3:2], predict the reactants needed to synthesize it. The reactants are: [C:1]([O:5][C:6]([NH:8][C@H:9]([C:30]([O:32][CH3:33])=[O:31])[CH2:10][C:11]1[CH:16]=[CH:15][C:14]([CH2:17][CH2:18][CH2:19][C:20]2[CH:29]=[CH:28][C:27]3[C:22](=[N:23][CH:24]=[CH:25][CH:26]=3)[N:21]=2)=[CH:13][CH:12]=1)=[O:7])([CH3:4])([CH3:3])[CH3:2]. (7) Given the product [C:11]([O:10][C:8](=[O:9])[CH2:7][O:6][C:5]1[CH:15]=[CH:16][C:2]([Cl:1])=[CH:3][C:4]=1[C:17]1[C:18]([CH3:27])=[N:19][C:20]([N:28]2[CH2:33][CH2:32][O:31][CH2:30][CH2:29]2)=[N:21][CH:22]=1)([CH3:14])([CH3:13])[CH3:12], predict the reactants needed to synthesize it. The reactants are: [Cl:1][C:2]1[CH:16]=[CH:15][C:5]([O:6][CH2:7][C:8]([O:10][C:11]([CH3:14])([CH3:13])[CH3:12])=[O:9])=[C:4]([C:17]2[C:18]([CH3:27])=[N:19][C:20](S(C)(=O)=O)=[N:21][CH:22]=2)[CH:3]=1.[NH:28]1[CH2:33][CH2:32][O:31][CH2:30][CH2:29]1. (8) The reactants are: C(OC([N:8]1[CH2:13][CH2:12][CH:11]([NH:14][C:15]2[CH:20]=[CH:19][C:18]([S:21](=[O:32])(=[O:31])[N:22]([CH2:24][C:25]3[CH:30]=[CH:29][CH:28]=[CH:27][CH:26]=3)[CH3:23])=[CH:17][CH:16]=2)[CH2:10][CH2:9]1)=O)(C)(C)C.Br[CH2:34][C:35]1[CH:40]=[CH:39][CH:38]=[C:37]([C:41]#[N:42])[CH:36]=1. Given the product [CH2:24]([N:22]([CH3:23])[S:21]([C:18]1[CH:17]=[CH:16][C:15]([N:14]([CH2:34][C:35]2[CH:40]=[CH:39][CH:38]=[C:37]([C:41]#[N:42])[CH:36]=2)[CH:11]2[CH2:12][CH2:13][NH:8][CH2:9][CH2:10]2)=[CH:20][CH:19]=1)(=[O:31])=[O:32])[C:25]1[CH:26]=[CH:27][CH:28]=[CH:29][CH:30]=1, predict the reactants needed to synthesize it. (9) Given the product [F:29][C:30]1[CH:31]=[C:32]([N:36]2[C:5]([C:7]3[C:12](=[O:13])[CH:11]=[CH:10][N:9]([C:14]4[CH:19]=[CH:18][CH:17]=[C:16]([S:20]([N:23]5[CH2:27][CH2:26][CH2:25][CH2:24]5)(=[O:21])=[O:22])[CH:15]=4)[N:8]=3)=[CH:4][CH:3]=[N:37]2)[CH:33]=[CH:34][CH:35]=1, predict the reactants needed to synthesize it. The reactants are: CN(C)/[CH:3]=[CH:4]/[C:5]([C:7]1[C:12](=[O:13])[CH:11]=[CH:10][N:9]([C:14]2[CH:19]=[CH:18][CH:17]=[C:16]([S:20]([N:23]3[CH2:27][CH2:26][CH2:25][CH2:24]3)(=[O:22])=[O:21])[CH:15]=2)[N:8]=1)=O.[F:29][C:30]1[CH:31]=[C:32]([NH:36][NH2:37])[CH:33]=[CH:34][CH:35]=1.